Dataset: Forward reaction prediction with 1.9M reactions from USPTO patents (1976-2016). Task: Predict the product of the given reaction. (1) Given the reactants [F:1][C:2]([F:33])([F:32])[C:3]1[CH:4]=[C:5]([NH:9][C:10]([N:12]2[C:20]3[C:15](=[CH:16][C:17]([O:21][C:22]4[C:23]5[CH2:31][CH2:30][NH:29][CH2:28][C:24]=5[N:25]=[CH:26][N:27]=4)=[CH:18][CH:19]=3)[CH:14]=[CH:13]2)=[O:11])[CH:6]=[CH:7][CH:8]=1.CN(C(ON1N=NC2C=CC=NC1=2)=[N+](C)C)C.F[P-](F)(F)(F)(F)F.CCN(C(C)C)C(C)C.Cl.[CH2:68]([N:70]([CH2:76][CH3:77])[CH2:71][CH2:72][C:73](O)=[O:74])[CH3:69], predict the reaction product. The product is: [F:33][C:2]([F:1])([F:32])[C:3]1[CH:4]=[C:5]([NH:9][C:10]([N:12]2[C:20]3[C:15](=[CH:16][C:17]([O:21][C:22]4[C:23]5[CH2:31][CH2:30][N:29]([C:73](=[O:74])[CH2:72][CH2:71][N:70]([CH2:76][CH3:77])[CH2:68][CH3:69])[CH2:28][C:24]=5[N:25]=[CH:26][N:27]=4)=[CH:18][CH:19]=3)[CH:14]=[CH:13]2)=[O:11])[CH:6]=[CH:7][CH:8]=1. (2) Given the reactants [CH2:1]([N:8]([CH2:13][CH2:14][C:15]([C:27]1[CH:32]=[CH:31][C:30]([Cl:33])=[C:29]([Cl:34])[CH:28]=1)([OH:26])[CH2:16][O:17][C:18]1[CH:23]=[CH:22][C:21]([O:24][CH3:25])=[CH:20][CH:19]=1)[C:9](=[O:12])[CH2:10]Cl)[C:2]1[CH:7]=[CH:6][CH:5]=[CH:4][CH:3]=1.CC(C)([O-])C.[Na+].O, predict the reaction product. The product is: [CH2:1]([N:8]1[CH2:13][CH2:14][C:15]([C:27]2[CH:32]=[CH:31][C:30]([Cl:33])=[C:29]([Cl:34])[CH:28]=2)([CH2:16][O:17][C:18]2[CH:23]=[CH:22][C:21]([O:24][CH3:25])=[CH:20][CH:19]=2)[O:26][CH2:10][C:9]1=[O:12])[C:2]1[CH:7]=[CH:6][CH:5]=[CH:4][CH:3]=1. (3) The product is: [CH:1]1([C:7]2[CH:20]=[CH:19][C:10]([O:11][CH2:12][CH:13]3[O:17][C:16]4=[N:18][C:23](=[O:22])[C:24]([CH2:25][CH2:26][O:27][CH3:28])=[CH:29][N:15]4[CH2:14]3)=[CH:9][CH:8]=2)[CH2:2][CH2:3][CH2:4][CH2:5][CH2:6]1. Given the reactants [CH:1]1([C:7]2[CH:20]=[CH:19][C:10]([O:11][CH2:12][C@H:13]3[O:17][C:16]([NH2:18])=[N:15][CH2:14]3)=[CH:9][CH:8]=2)[CH2:6][CH2:5][CH2:4][CH2:3][CH2:2]1.C[O:22][C:23](=O)[CH:24]([CH:29]=O)[CH2:25][CH2:26][O:27][CH3:28], predict the reaction product.